From a dataset of Peptide-MHC class II binding affinity with 134,281 pairs from IEDB. Regression. Given a peptide amino acid sequence and an MHC pseudo amino acid sequence, predict their binding affinity value. This is MHC class II binding data. (1) The peptide sequence is SQDAELSWNLNGLQAY. The MHC is HLA-DQA10301-DQB10302 with pseudo-sequence HLA-DQA10301-DQB10302. The binding affinity (normalized) is 0.336. (2) The peptide sequence is QWAQDLTLPWQSGSG. The MHC is DRB1_0701 with pseudo-sequence DRB1_0701. The binding affinity (normalized) is 0.149.